This data is from Catalyst prediction with 721,799 reactions and 888 catalyst types from USPTO. The task is: Predict which catalyst facilitates the given reaction. Reactant: Br[CH2:2][CH2:3][CH3:4].[Cl:5][C:6]1N=[CH:8][C:9]2[NH:14][CH:13]=[CH:12][C:10]=2[N:11]=1.[C:15](=O)([O-])[O-].[Cs+].[Cs+]. Product: [Cl:5][C:6]1[N:11]=[C:10]2[CH:12]=[CH:13][N:14]([CH2:2][CH2:3][CH3:4])[C:9]2=[CH:8][CH:15]=1. The catalyst class is: 3.